From a dataset of Reaction yield outcomes from USPTO patents with 853,638 reactions. Predict the reaction yield, written as a fraction of the theoretical maximum amount of product (1.0 means a 100% yield; for example, 0.34 means a 34% yield). (1) The reactants are Br[C:2]1[C:3](=[O:10])[CH2:4][CH2:5][C:6]=1[O:7][CH2:8][CH3:9].C([O-])([O-])=O.[K+].[K+].[F:17][C:18]1[CH:23]=[CH:22][C:21](B(O)O)=[CH:20][CH:19]=1. The catalyst is C1(C)C=CC=CC=1.C1C=CC=CC=1.O.CCO.C1C=CC(/C=C/C(/C=C/C2C=CC=CC=2)=O)=CC=1.C1C=CC(/C=C/C(/C=C/C2C=CC=CC=2)=O)=CC=1.[Pd].C1C=CC(/C=C/C(/C=C/C2C=CC=CC=2)=O)=CC=1.C1C=CC(/C=C/C(/C=C/C2C=CC=CC=2)=O)=CC=1.C1C=CC(/C=C/C(/C=C/C2C=CC=CC=2)=O)=CC=1.[Pd].[Pd].C1(P(C2C=CC=CC=2)C2C=CC=CC=2)C=CC=CC=1. The product is [CH2:8]([O:7][C:6]1[CH2:5][CH2:4][C:3](=[O:10])[C:2]=1[C:21]1[CH:22]=[CH:23][C:18]([F:17])=[CH:19][CH:20]=1)[CH3:9]. The yield is 0.700. (2) The reactants are [Br:1][C:2]1[CH:3]=[C:4]([CH:9]=[CH:10][CH:11]=1)[C:5](=[O:8])[CH2:6]Br.[N-:12]=[N+:13]=[N-:14].[Na+]. The catalyst is CO. The product is [Br:1][C:2]1[CH:3]=[C:4]([CH:9]=[CH:10][CH:11]=1)[C:5](=[O:8])[CH2:6][N:12]=[N+:13]=[N-:14]. The yield is 0.990. (3) The reactants are [Cl:1][C:2]1[CH:7]=[CH:6][N:5]=[C:4]([NH:8]C(=O)OC(C)(C)C)[C:3]=1[I:16].C1(OC)C=CC=CC=1.C(O)(C(F)(F)F)=O. The catalyst is ClCCCl. The product is [Cl:1][C:2]1[CH:7]=[CH:6][N:5]=[C:4]([NH2:8])[C:3]=1[I:16]. The yield is 0.650.